From a dataset of Forward reaction prediction with 1.9M reactions from USPTO patents (1976-2016). Predict the product of the given reaction. Given the reactants [CH3:1][O:2][CH2:3][CH2:4][NH:5][C:6]1[CH:14]=[CH:13][C:9]([C:10]([OH:12])=[O:11])=[CH:8][C:7]=1[N+:15]([O-])=O.[H][H], predict the reaction product. The product is: [NH2:15][C:7]1[CH:8]=[C:9]([CH:13]=[CH:14][C:6]=1[NH:5][CH2:4][CH2:3][O:2][CH3:1])[C:10]([OH:12])=[O:11].